Task: Predict the product of the given reaction.. Dataset: Forward reaction prediction with 1.9M reactions from USPTO patents (1976-2016) (1) Given the reactants [F:1][C:2]1[CH:7]=[CH:6][C:5]([C:8]2[N:9]=[C:10]3[CH:15]=[CH:14][CH:13]=[N:12][N:11]3[C:16]=2[C:17]2[CH:22]=[CH:21][N:20]=[C:19]([NH2:23])[CH:18]=2)=[CH:4][C:3]=1[CH3:24].Cl[C:26]([O:28][CH2:29][C:30]([Cl:33])([Cl:32])[Cl:31])=[O:27].C(=O)([O-])O.[Na+], predict the reaction product. The product is: [F:1][C:2]1[CH:7]=[CH:6][C:5]([C:8]2[N:9]=[C:10]3[CH:15]=[CH:14][CH:13]=[N:12][N:11]3[C:16]=2[C:17]2[CH:22]=[CH:21][N:20]=[C:19]([NH:23][C:26](=[O:27])[O:28][CH2:29][C:30]([Cl:33])([Cl:32])[Cl:31])[CH:18]=2)=[CH:4][C:3]=1[CH3:24]. (2) Given the reactants [CH3:1][C:2]([CH3:30])=[CH:3][CH2:4][CH2:5]/[C:6](/[CH3:29])=[CH:7]/[CH2:8][CH2:9]/[C:10](/[CH3:28])=[CH:11]/[CH:12]=[CH:13]\[CH:14]=[C:15](/[CH3:27])\[CH2:16][CH2:17]/[CH:18]=[C:19](\[CH3:26])/[CH2:20][CH2:21][CH:22]=[C:23]([CH3:25])[CH3:24], predict the reaction product. The product is: [CH3:25][CH:23]([CH2:22][CH2:21][CH2:20][CH:19]([CH2:18][CH2:17][CH2:16][CH:15]([CH2:14][CH2:13][CH2:12][CH2:11][CH:10]([CH2:9][CH2:8][CH2:7][CH:6]([CH2:5][CH2:4][CH2:3][CH:2]([CH3:30])[CH3:1])[CH3:29])[CH3:28])[CH3:27])[CH3:26])[CH3:24].